From a dataset of NCI-60 drug combinations with 297,098 pairs across 59 cell lines. Regression. Given two drug SMILES strings and cell line genomic features, predict the synergy score measuring deviation from expected non-interaction effect. (1) Drug 1: CN(C)C1=NC(=NC(=N1)N(C)C)N(C)C. Drug 2: CCC1(C2=C(COC1=O)C(=O)N3CC4=CC5=C(C=CC(=C5CN(C)C)O)N=C4C3=C2)O.Cl. Cell line: CCRF-CEM. Synergy scores: CSS=63.1, Synergy_ZIP=-1.29, Synergy_Bliss=-5.37, Synergy_Loewe=-69.8, Synergy_HSA=-7.16. (2) Drug 2: C1CN1P(=S)(N2CC2)N3CC3. Synergy scores: CSS=55.6, Synergy_ZIP=-0.375, Synergy_Bliss=5.53, Synergy_Loewe=1.93, Synergy_HSA=5.67. Cell line: SF-268. Drug 1: CC12CCC3C(C1CCC2=O)CC(=C)C4=CC(=O)C=CC34C. (3) Drug 1: CC1=C(C=C(C=C1)C(=O)NC2=CC(=CC(=C2)C(F)(F)F)N3C=C(N=C3)C)NC4=NC=CC(=N4)C5=CN=CC=C5. Drug 2: C1CC(=O)NC(=O)C1N2C(=O)C3=CC=CC=C3C2=O. Cell line: SN12C. Synergy scores: CSS=-10.5, Synergy_ZIP=6.32, Synergy_Bliss=2.49, Synergy_Loewe=-8.65, Synergy_HSA=-8.88. (4) Drug 1: C1=CC(=CC=C1CCC2=CNC3=C2C(=O)NC(=N3)N)C(=O)NC(CCC(=O)O)C(=O)O. Drug 2: C1C(C(OC1N2C=NC3=C(N=C(N=C32)Cl)N)CO)O. Cell line: CCRF-CEM. Synergy scores: CSS=83.2, Synergy_ZIP=3.36, Synergy_Bliss=3.88, Synergy_Loewe=2.96, Synergy_HSA=6.06. (5) Drug 1: C(CC(=O)O)C(=O)CN.Cl. Drug 2: C1C(C(OC1N2C=NC3=C2NC=NCC3O)CO)O. Cell line: SR. Synergy scores: CSS=7.22, Synergy_ZIP=-1.55, Synergy_Bliss=-0.567, Synergy_Loewe=-0.814, Synergy_HSA=-0.751. (6) Drug 1: CNC(=O)C1=NC=CC(=C1)OC2=CC=C(C=C2)NC(=O)NC3=CC(=C(C=C3)Cl)C(F)(F)F. Drug 2: CN(CCCl)CCCl.Cl. Cell line: HCT116. Synergy scores: CSS=47.9, Synergy_ZIP=-3.85, Synergy_Bliss=-2.26, Synergy_Loewe=-30.2, Synergy_HSA=1.91. (7) Drug 1: C1C(C(OC1N2C=NC3=C(N=C(N=C32)Cl)N)CO)O. Drug 2: CC1=C(C(=CC=C1)Cl)NC(=O)C2=CN=C(S2)NC3=CC(=NC(=N3)C)N4CCN(CC4)CCO. Cell line: SF-268. Synergy scores: CSS=1.54, Synergy_ZIP=-1.04, Synergy_Bliss=2.89, Synergy_Loewe=-1.96, Synergy_HSA=-1.03.